From a dataset of Forward reaction prediction with 1.9M reactions from USPTO patents (1976-2016). Predict the product of the given reaction. (1) The product is: [CH3:35][O:34][C:24]1[CH:23]=[C:22]([O:10][CH2:9][C:8]2[C:4]([CH2:1][CH2:2][CH3:3])=[N:5][N:6]([C:11]3[CH:16]=[CH:15][C:14]([C:17]([F:19])([F:18])[F:20])=[CH:13][N:12]=3)[CH:7]=2)[CH:27]=[CH:26][C:25]=1[CH2:28][CH2:29][C:30]([OH:32])=[O:31]. Given the reactants [CH2:1]([C:4]1[C:8]([CH2:9][OH:10])=[CH:7][N:6]([C:11]2[CH:16]=[CH:15][C:14]([C:17]([F:20])([F:19])[F:18])=[CH:13][N:12]=2)[N:5]=1)[CH2:2][CH3:3].O[C:22]1[CH:27]=[CH:26][C:25]([CH2:28][CH2:29][C:30]([O:32]C)=[O:31])=[C:24]([O:34][CH3:35])[CH:23]=1.C1(P(C2C=CC=CC=2)C2C=CC=CC=2)C=CC=CC=1.N(C(OCC)=O)=NC(OCC)=O, predict the reaction product. (2) Given the reactants [CH3:1][O:2][C:3]1[CH:10]=[CH:9][C:6]([CH2:7][NH2:8])=[CH:5][CH:4]=1.[C:11]1([CH:17]([C:20]2[CH:25]=[CH:24][CH:23]=[CH:22][CH:21]=2)[CH:18]=O)[CH:16]=[CH:15][CH:14]=[CH:13][CH:12]=1.C(O[BH-](OC(=O)C)OC(=O)C)(=O)C.[Na+].C(O)(=O)C, predict the reaction product. The product is: [C:11]1([CH:17]([C:20]2[CH:21]=[CH:22][CH:23]=[CH:24][CH:25]=2)[CH2:18][NH:8][CH2:7][C:6]2[CH:9]=[CH:10][C:3]([O:2][CH3:1])=[CH:4][CH:5]=2)[CH:16]=[CH:15][CH:14]=[CH:13][CH:12]=1. (3) Given the reactants [Br:1][C:2]1[CH:10]=[C:9]2[C:5]([CH:6]=[N:7][N:8]2C(=O)C)=[CH:4][CH:3]=1.[OH-].[Na+], predict the reaction product. The product is: [Br:1][C:2]1[CH:10]=[C:9]2[C:5]([CH:6]=[N:7][NH:8]2)=[CH:4][CH:3]=1. (4) Given the reactants CS(C)=O.C(Cl)(=O)C(Cl)=O.[CH3:11][C:12]([CH3:37])([CH3:36])[CH:13]([C:28]1[CH:33]=[CH:32][C:31]([CH2:34][OH:35])=[CH:30][CH:29]=1)[C:14]1[CH:19]=[CH:18][C:17]([O:20][CH2:21][C:22]2[CH:27]=[CH:26][CH:25]=[CH:24][N:23]=2)=[CH:16][CH:15]=1.C(N(CC)CC)C, predict the reaction product. The product is: [CH3:11][C:12]([CH3:37])([CH3:36])[CH:13]([C:28]1[CH:33]=[CH:32][C:31]([CH:34]=[O:35])=[CH:30][CH:29]=1)[C:14]1[CH:15]=[CH:16][C:17]([O:20][CH2:21][C:22]2[CH:27]=[CH:26][CH:25]=[CH:24][N:23]=2)=[CH:18][CH:19]=1. (5) Given the reactants [NH:1]1[CH:8]=[CH:7][C:5]([NH2:6])=[N:4][C:2]1=[O:3].C/C(/O[Si](C)(C)C)=N\[Si](C)(C)C.Br[CH:22]1[C@@H:26]([F:27])[C@H:25]([O:28][CH2:29][C:30]2[CH:35]=[CH:34][C:33]([Cl:36])=[CH:32][CH:31]=2)[C@@H:24]([CH2:37][O:38][CH2:39][C:40]2[CH:45]=[CH:44][C:43]([Cl:46])=[CH:42][CH:41]=2)[S:23]1, predict the reaction product. The product is: [NH2:6][C:5]1[CH:7]=[CH:8][N:1]([CH:22]2[C@@H:26]([F:27])[C@H:25]([O:28][CH2:29][C:30]3[CH:35]=[CH:34][C:33]([Cl:36])=[CH:32][CH:31]=3)[C@@H:24]([CH2:37][O:38][CH2:39][C:40]3[CH:41]=[CH:42][C:43]([Cl:46])=[CH:44][CH:45]=3)[S:23]2)[C:2](=[O:3])[N:4]=1. (6) The product is: [Cl:1][C:2]1[CH:3]=[C:4]([C:9]2[N:13]([C:14]3[CH:15]=[N:16][CH:17]=[C:18]([Cl:20])[CH:19]=3)[N:12]=[C:11]([C:21]([N:47]3[CH2:46][CH2:43][NH:45][CH2:49][C:48]3=[O:50])=[O:23])[CH:10]=2)[CH:5]=[C:6]([F:8])[CH:7]=1. Given the reactants [Cl:1][C:2]1[CH:3]=[C:4]([C:9]2[N:13]([C:14]3[CH:15]=[N:16][CH:17]=[C:18]([Cl:20])[CH:19]=3)[N:12]=[C:11]([C:21]([OH:23])=O)[CH:10]=2)[CH:5]=[C:6]([F:8])[CH:7]=1.ClC1C=C(C2N(C3C=CC=CN=3)N=C([C:43]([N:45]3[CH2:49][C:48](=[O:50])[NH:47][CH2:46]3)=O)C=2)C=C(F)C=1.O=C1CNCCN1, predict the reaction product. (7) Given the reactants [CH3:1][C:2]1[N:6]2[CH:7]=[CH:8][CH:9]=[CH:10][C:5]2=[N:4][C:3]=1[C:11]([O:13]CC)=[O:12].[OH-].[Na+], predict the reaction product. The product is: [CH3:1][C:2]1[N:6]2[CH:7]=[CH:8][CH:9]=[CH:10][C:5]2=[N:4][C:3]=1[C:11]([OH:13])=[O:12]. (8) Given the reactants [H-].[Na+].[OH:3][C@H:4]([C@@H:10]([OH:16])[C:11]([N:13]([CH3:15])[CH3:14])=[O:12])[C:5]([N:7]([CH3:9])[CH3:8])=[O:6].I[CH2:18][CH2:19][CH2:20][CH2:21][CH2:22][CH2:23][CH2:24][CH2:25][CH2:26][CH2:27][CH2:28][CH3:29], predict the reaction product. The product is: [CH2:18]([O:16][C@H:10]([C@@H:4]([O:3][CH2:29][CH2:28][CH2:27][CH2:26][CH2:25][CH2:24][CH2:23][CH2:22][CH2:21][CH2:20][CH2:19][CH3:18])[C:5]([N:7]([CH3:9])[CH3:8])=[O:6])[C:11]([N:13]([CH3:15])[CH3:14])=[O:12])[CH2:19][CH2:20][CH2:21][CH2:22][CH2:23][CH2:24][CH2:25][CH2:26][CH2:27][CH2:28][CH3:29]. (9) Given the reactants [Na].[CH2:2]([O:9][C:10]1[CH:11]=[CH:12][C:13]([N:19]([CH:27]2[CH2:32][CH2:31][N:30]([C:33]([O:35][C:36]([CH3:39])([CH3:38])[CH3:37])=[O:34])[CH2:29][CH2:28]2)[C:20]([O:22][CH2:23][CH:24]([CH3:26])[CH3:25])=[O:21])=[C:14]([CH:18]=1)[C:15](O)=[O:16])[C:3]1[CH:8]=[CH:7][CH:6]=[CH:5][CH:4]=1.CCN(C(C)C)C(C)C.CN(C(ON1N=NC2C=CC=CC1=2)=[N+](C)C)C.F[P-](F)(F)(F)(F)F.[CH2:73]([NH2:84])[C:74]1[CH:83]=[CH:82][C:79]([O:80][CH3:81])=[C:76]([O:77][CH3:78])[CH:75]=1, predict the reaction product. The product is: [CH2:2]([O:9][C:10]1[CH:11]=[CH:12][C:13]([N:19]([C:20]([O:22][CH2:23][CH:24]([CH3:25])[CH3:26])=[O:21])[CH:27]2[CH2:32][CH2:31][N:30]([C:33]([O:35][C:36]([CH3:38])([CH3:39])[CH3:37])=[O:34])[CH2:29][CH2:28]2)=[C:14]([C:15](=[O:16])[NH:84][CH2:73][C:74]2[CH:83]=[CH:82][C:79]([O:80][CH3:81])=[C:76]([O:77][CH3:78])[CH:75]=2)[CH:18]=1)[C:3]1[CH:4]=[CH:5][CH:6]=[CH:7][CH:8]=1.